Dataset: Reaction yield outcomes from USPTO patents with 853,638 reactions. Task: Predict the reaction yield, written as a fraction of the theoretical maximum amount of product (1.0 means a 100% yield; for example, 0.34 means a 34% yield). (1) The reactants are [Sm].II.[C:4]([OH:7])(=[O:6])[CH3:5].C(O)(=O)C.O[C@H:13]1[C@:17]2([CH3:31])[CH2:18][CH2:19][C@@H:20]3[C@@H:29]([C@H:16]2[CH2:15][C:14]1=[O:32])[CH2:28][C@@H:27]1[C@H:22]([CH2:23][C@H:24]([OH:30])[CH2:25][CH2:26]1)[CH2:21]3.C([O-])([O-])=O.[Na+].[Na+]. The catalyst is C1COCC1.CO. The product is [C:4]([OH:7])(=[O:6])[CH3:5].[OH:30][C@@H:24]1[CH2:25][CH2:26][C@H:27]2[C@@H:22]([CH2:21][C@H:20]3[C@H:29]([CH2:28]2)[C@H:16]2[CH2:15][C:14](=[O:32])[CH2:13][C@:17]2([CH3:31])[CH2:18][CH2:19]3)[CH2:23]1. The yield is 0.880. (2) The reactants are [CH2:1]([O:3][C:4](=[O:16])[CH2:5][C:6]1[C:7]2[CH:14]=[CH:13][C:12]([OH:15])=[CH:11][C:8]=2[S:9][CH:10]=1)[CH3:2].C(N(CC)CC)C.[F:24][C:25]([F:38])([F:37])[S:26](O[S:26]([C:25]([F:38])([F:37])[F:24])(=[O:28])=[O:27])(=[O:28])=[O:27]. The catalyst is ClCCl. The product is [CH2:1]([O:3][C:4](=[O:16])[CH2:5][C:6]1[C:7]2[CH:14]=[CH:13][C:12]([O:15][S:26]([C:25]([F:38])([F:37])[F:24])(=[O:28])=[O:27])=[CH:11][C:8]=2[S:9][CH:10]=1)[CH3:2]. The yield is 0.980.